Dataset: NCI-60 drug combinations with 297,098 pairs across 59 cell lines. Task: Regression. Given two drug SMILES strings and cell line genomic features, predict the synergy score measuring deviation from expected non-interaction effect. (1) Drug 1: CCCCCOC(=O)NC1=NC(=O)N(C=C1F)C2C(C(C(O2)C)O)O. Drug 2: CC1=C(N=C(N=C1N)C(CC(=O)N)NCC(C(=O)N)N)C(=O)NC(C(C2=CN=CN2)OC3C(C(C(C(O3)CO)O)O)OC4C(C(C(C(O4)CO)O)OC(=O)N)O)C(=O)NC(C)C(C(C)C(=O)NC(C(C)O)C(=O)NCCC5=NC(=CS5)C6=NC(=CS6)C(=O)NCCC[S+](C)C)O. Cell line: T-47D. Synergy scores: CSS=8.25, Synergy_ZIP=0.842, Synergy_Bliss=-0.700, Synergy_Loewe=-7.49, Synergy_HSA=-2.58. (2) Drug 1: C1=C(C(=O)NC(=O)N1)F. Drug 2: C1CCC(C(C1)N)N.C(=O)(C(=O)[O-])[O-].[Pt+4]. Cell line: SF-539. Synergy scores: CSS=40.7, Synergy_ZIP=-10.2, Synergy_Bliss=-19.3, Synergy_Loewe=-16.8, Synergy_HSA=-16.5. (3) Drug 1: CS(=O)(=O)C1=CC(=C(C=C1)C(=O)NC2=CC(=C(C=C2)Cl)C3=CC=CC=N3)Cl. Drug 2: CCCS(=O)(=O)NC1=C(C(=C(C=C1)F)C(=O)C2=CNC3=C2C=C(C=N3)C4=CC=C(C=C4)Cl)F. Cell line: HOP-62. Synergy scores: CSS=2.96, Synergy_ZIP=0.195, Synergy_Bliss=3.26, Synergy_Loewe=-0.800, Synergy_HSA=-0.700. (4) Drug 1: CC(CN1CC(=O)NC(=O)C1)N2CC(=O)NC(=O)C2. Drug 2: C1=CN(C(=O)N=C1N)C2C(C(C(O2)CO)O)O.Cl. Cell line: K-562. Synergy scores: CSS=50.8, Synergy_ZIP=-5.28, Synergy_Bliss=-4.51, Synergy_Loewe=-2.95, Synergy_HSA=0.524. (5) Drug 1: CC1=C2C(C(=O)C3(C(CC4C(C3C(C(C2(C)C)(CC1OC(=O)C(C(C5=CC=CC=C5)NC(=O)OC(C)(C)C)O)O)OC(=O)C6=CC=CC=C6)(CO4)OC(=O)C)OC)C)OC. Drug 2: CCC1(CC2CC(C3=C(CCN(C2)C1)C4=CC=CC=C4N3)(C5=C(C=C6C(=C5)C78CCN9C7C(C=CC9)(C(C(C8N6C=O)(C(=O)OC)O)OC(=O)C)CC)OC)C(=O)OC)O.OS(=O)(=O)O. Cell line: A549. Synergy scores: CSS=65.3, Synergy_ZIP=13.8, Synergy_Bliss=14.4, Synergy_Loewe=-1.71, Synergy_HSA=13.9.